Binary Classification. Given a drug SMILES string, predict its activity (active/inactive) in a high-throughput screening assay against a specified biological target. From a dataset of Orexin1 receptor HTS with 218,158 compounds and 233 confirmed actives. (1) The compound is o1nc(cc1C(C)C)C(=O)Nc1cc(OC)c(OC)cc1. The result is 0 (inactive). (2) The drug is S(=O)(=O)(NCc1ccccc1)c1cc(ccc1)C(=O)Nc1ncccc1C. The result is 0 (inactive).